This data is from Reaction yield outcomes from USPTO patents with 853,638 reactions. The task is: Predict the reaction yield, written as a fraction of the theoretical maximum amount of product (1.0 means a 100% yield; for example, 0.34 means a 34% yield). (1) The yield is 0.840. The product is [CH2:1]([O:8][C:9]1[CH:16]=[CH:15][CH:14]=[C:13]([Br:17])[C:10]=1[CH:11]=[C:20]([C:18]#[N:19])[C:21]([OH:23])=[O:22])[C:2]1[CH:7]=[CH:6][CH:5]=[CH:4][CH:3]=1. The reactants are [CH2:1]([O:8][C:9]1[CH:16]=[CH:15][CH:14]=[C:13]([Br:17])[C:10]=1[CH:11]=O)[C:2]1[CH:7]=[CH:6][CH:5]=[CH:4][CH:3]=1.[C:18]([CH2:20][C:21]([OH:23])=[O:22])#[N:19].C([O-])(=O)C.[NH4+].N1C=CC=CC=1. The catalyst is C1(C)C=CC=CC=1.C(OCC)(=O)C. (2) The reactants are [N+:1]([CH:4]([CH3:6])[CH3:5])([O-:3])=[O:2].[OH-].C([N+](C)(C)C)C1C=CC=CC=1.[C:19]([O:24][CH3:25])(=[O:23])[C:20]([CH3:22])=[CH2:21].Cl. The catalyst is O1CCOCC1.C(OCC)C.O. The product is [CH3:21][CH:20]([CH2:22][C:4]([CH3:6])([N+:1]([O-:3])=[O:2])[CH3:5])[C:19]([O:24][CH3:25])=[O:23]. The yield is 0.940. (3) The reactants are Cl[C:2]1[N:7]=[C:6]([C:8]2[N:12]3[CH:13]=[CH:14][CH:15]=[CH:16][C:11]3=[N:10][C:9]=2[C:17]2[CH:18]=[CH:19][C:20]([O:34][CH2:35][CH3:36])=[C:21]([CH:33]=2)[C:22]([NH:24][C:25]2[C:30]([F:31])=[CH:29][CH:28]=[CH:27][C:26]=2[F:32])=[O:23])[CH:5]=[CH:4][N:3]=1.[CH3:37][O:38][C:39]1[CH:45]=[C:44]([N:46]2[CH2:51][CH2:50][CH:49]([N:52]3[CH2:57][CH2:56][N:55]([S:58]([CH3:61])(=[O:60])=[O:59])[CH2:54][CH2:53]3)[CH2:48][CH2:47]2)[CH:43]=[CH:42][C:40]=1[NH2:41].C1(C)C=CC(S(O)(=O)=O)=CC=1. The catalyst is CC(O)C. The product is [F:32][C:26]1[CH:27]=[CH:28][CH:29]=[C:30]([F:31])[C:25]=1[NH:24][C:22](=[O:23])[C:21]1[CH:33]=[C:17]([C:9]2[N:10]=[C:11]3[CH:16]=[CH:15][CH:14]=[CH:13][N:12]3[C:8]=2[C:6]2[CH:5]=[CH:4][N:3]=[C:2]([NH:41][C:40]3[CH:42]=[CH:43][C:44]([N:46]4[CH2:51][CH2:50][CH:49]([N:52]5[CH2:57][CH2:56][N:55]([S:58]([CH3:61])(=[O:60])=[O:59])[CH2:54][CH2:53]5)[CH2:48][CH2:47]4)=[CH:45][C:39]=3[O:38][CH3:37])[N:7]=2)[CH:18]=[CH:19][C:20]=1[O:34][CH2:35][CH3:36]. The yield is 0.400.